This data is from Reaction yield outcomes from USPTO patents with 853,638 reactions. The task is: Predict the reaction yield, written as a fraction of the theoretical maximum amount of product (1.0 means a 100% yield; for example, 0.34 means a 34% yield). (1) The reactants are C[O:2][C:3]([C:5]1[CH:24]=[CH:23][C:8]2[N:9]([CH:18]([CH2:21][CH3:22])[CH2:19][CH3:20])[C:10]([CH2:12][C:13]3[O:14][CH:15]=[CH:16][CH:17]=3)=[N:11][C:7]=2[CH:6]=1)=[O:4].CO.[OH-].[Na+].Cl. The catalyst is C1COCC1. The product is [CH2:19]([CH:18]([N:9]1[C:8]2[CH:23]=[CH:24][C:5]([C:3]([OH:4])=[O:2])=[CH:6][C:7]=2[N:11]=[C:10]1[CH2:12][C:13]1[O:14][CH:15]=[CH:16][CH:17]=1)[CH2:21][CH3:22])[CH3:20]. The yield is 0.850. (2) The reactants are [O:1]=[C:2]1[NH:8][C:7]2[S:9][CH:10]=[CH:11][C:6]=2[C:5]([C:12]2[CH:21]=[CH:20][C:15]([C:16]([O:18][CH3:19])=[O:17])=[CH:14][CH:13]=2)=[N:4][CH2:3]1.[Br:22]Br. The catalyst is N1C=CC=CC=1. The product is [Br:22][C:10]1[S:9][C:7]2[NH:8][C:2](=[O:1])[CH2:3][N:4]=[C:5]([C:12]3[CH:13]=[CH:14][C:15]([C:16]([O:18][CH3:19])=[O:17])=[CH:20][CH:21]=3)[C:6]=2[CH:11]=1. The yield is 0.570. (3) The yield is 0.800. The product is [Cl:1][C:2]1[C:3]([F:26])=[CH:4][C:5]2[O:25][CH2:23][C:8]3([C:16]4[C:11](=[CH:12][CH:13]=[CH:14][CH:15]=4)[N:10]([CH2:17][CH2:18][CH2:19][CH2:20][CH3:21])[C:9]3=[O:22])[C:6]=2[CH:7]=1. The reactants are [Cl:1][C:2]1[C:3]([F:26])=[CH:4][C:5]([OH:25])=[C:6]([C:8]2([CH2:23]O)[C:16]3[C:11](=[CH:12][CH:13]=[CH:14][CH:15]=3)[N:10]([CH2:17][CH2:18][CH2:19][CH2:20][CH3:21])[C:9]2=[O:22])[CH:7]=1.C1(CCN2C3C(=CC=CC=3)C(C3C(O)=CC4OCOC=4C=3)(CO)C2=O)CC1. No catalyst specified. (4) The reactants are C([C:5]1[CH:10]=[CH:9][CH:8]=[C:7]([S:11]([NH:14][C:15]([CH3:18])([CH3:17])[CH3:16])(=[O:13])=[O:12])[C:6]=1B(O)O)C(C)C.Br[C:23]1[CH:34]=[CH:33][C:26]([CH2:27][N:28]2[CH:32]=[CH:31][N:30]=[CH:29]2)=[CH:25][CH:24]=1.[OH-].[Na+].[C:37]1([CH3:43])[CH:42]=CC=C[CH:38]=1. The catalyst is C(OCC)(=O)C.C1C=CC([P]([Pd]([P](C2C=CC=CC=2)(C2C=CC=CC=2)C2C=CC=CC=2)([P](C2C=CC=CC=2)(C2C=CC=CC=2)C2C=CC=CC=2)[P](C2C=CC=CC=2)(C2C=CC=CC=2)C2C=CC=CC=2)(C2C=CC=CC=2)C2C=CC=CC=2)=CC=1.C(O)C. The product is [N:28]1([CH2:27][C:26]2[CH:33]=[CH:34][C:23]([C:6]3[CH:5]=[C:10]([CH2:38][CH:37]([CH3:43])[CH3:42])[CH:9]=[CH:8][C:7]=3[S:11]([NH:14][C:15]([CH3:16])([CH3:17])[CH3:18])(=[O:12])=[O:13])=[CH:24][CH:25]=2)[CH:32]=[CH:31][N:30]=[CH:29]1. The yield is 0.530. (5) The product is [CH:57]1[C:58]2[C:62]3[CH:63]=[CH:64][CH:65]=[CH:66][C:61]=3[S:60][C:59]=2[C:54]([C:53]2[C:52](=[O:67])[NH:51][C:50](=[O:68])[C:49]=2[C:42]2[C:43]3[C:44](=[N:45][CH:46]=[CH:47][CH:48]=3)[N:40]([CH2:39][CH2:38][CH2:37][OH:36])[CH:41]=2)=[CH:55][CH:56]=1. The reactants are CCCC[N+](CCCC)(CCCC)CCCC.[F-].[Si]([O:36][CH2:37][CH2:38][CH2:39][N:40]1[C:44]2=[N:45][CH:46]=[CH:47][CH:48]=[C:43]2[C:42]([C:49]2[C:50](=[O:68])[NH:51][C:52](=[O:67])[C:53]=2[C:54]2[C:59]3[S:60][C:61]4[CH:66]=[CH:65][CH:64]=[CH:63][C:62]=4[C:58]=3[CH:57]=[CH:56][CH:55]=2)=[CH:41]1)(C(C)(C)C)(C1C=CC=CC=1)C1C=CC=CC=1. The catalyst is C1COCC1. The yield is 0.670. (6) The reactants are [CH3:1][O:2][C:3](=[O:12])[C:4]1[CH:9]=[C:8]([Cl:10])[CH:7]=[CH:6][C:5]=1[NH2:11].C[O:14][C:15](=O)[CH2:16][C:17](=[O:28])[CH2:18][CH2:19][O:20][CH2:21][C:22]1[CH:27]=[CH:26][CH:25]=[CH:24][CH:23]=1. No catalyst specified. The product is [CH3:1][O:2][C:3](=[O:12])[C:4]1[CH:9]=[C:8]([Cl:10])[CH:7]=[CH:6][C:5]=1[NH:11][C:15](=[O:14])[CH2:16][C:17](=[O:28])[CH2:18][CH2:19][O:20][CH2:21][C:22]1[CH:23]=[CH:24][CH:25]=[CH:26][CH:27]=1. The yield is 0.400. (7) The reactants are C[O:2][C:3]([C:5]1[C:13]([NH:14][C:15]2[CH:20]=[CH:19][C:18]([Br:21])=[CH:17][C:16]=2[CH3:22])=[C:12]([F:23])[C:8]2[NH:9][CH:10]=[N:11][C:7]=2[CH:6]=1)=[O:4].[OH-].[Na+].Cl. The catalyst is CO.C(OCC)(=O)C.O. The product is [F:23][C:12]1[C:8]2[NH:9][CH:10]=[N:11][C:7]=2[CH:6]=[C:5]([C:3]([OH:4])=[O:2])[C:13]=1[NH:14][C:15]1[CH:20]=[CH:19][C:18]([Br:21])=[CH:17][C:16]=1[CH3:22]. The yield is 0.950. (8) The reactants are [CH2:1]([C@@H:8]([C@@H:15]([OH:22])[C:16]([O:18]C(C)C)=[O:17])[C:9]([O:11]C(C)C)=[O:10])[C:2]1[CH:7]=[CH:6][CH:5]=[CH:4][CH:3]=1.[OH-].[K+]. The catalyst is C1COCC1.O. The product is [CH2:1]([C@H:8]([C@H:15]([OH:22])[C:16]([OH:18])=[O:17])[C:9]([OH:11])=[O:10])[C:2]1[CH:3]=[CH:4][CH:5]=[CH:6][CH:7]=1. The yield is 0.290. (9) The reactants are CC12CC3(C)OC(C)(CC(C)(O3)O1)P2C1C=CC=CC=1.[CH:21]([C:24]1[CH:29]=[C:28]([CH:30]([CH3:32])[CH3:31])[CH:27]=[C:26]([CH:33]([CH3:35])[CH3:34])[C:25]=1B(O)O)([CH3:23])[CH3:22].P([O-])([O-])([O-])=O.[K+].[K+].[K+].[Br:47][C:48]1[CH:53]=[C:52]([O:54][CH3:55])[C:51]([O:56][CH3:57])=[CH:50][C:49]=1Br. The catalyst is O.C1C=CC(/C=C/C(/C=C/C2C=CC=CC=2)=O)=CC=1.C1C=CC(/C=C/C(/C=C/C2C=CC=CC=2)=O)=CC=1.C1C=CC(/C=C/C(/C=C/C2C=CC=CC=2)=O)=CC=1.[Pd].[Pd]. The product is [Br:47][C:48]1[CH:53]=[C:52]([O:54][CH3:55])[C:51]([O:56][CH3:57])=[CH:50][C:49]=1[C:25]1[C:24]([CH:21]([CH3:23])[CH3:22])=[CH:29][C:28]([CH:30]([CH3:32])[CH3:31])=[CH:27][C:26]=1[CH:33]([CH3:35])[CH3:34]. The yield is 0.320.